From a dataset of Drug-target binding data from BindingDB using IC50 measurements. Regression. Given a target protein amino acid sequence and a drug SMILES string, predict the binding affinity score between them. We predict pIC50 (pIC50 = -log10(IC50 in M); higher means more potent). Dataset: bindingdb_ic50. (1) The compound is COC1CCC2(C=C(c3cc(-c4ccc(Cl)c(Cl)c4)ccc3C)C(=O)N2)CC1. The target protein sequence is TDSKPITKSKSEANLIPSQEPFPASDNSGETPQRNGEGHTLPKTPSQAEPASHKGPKDAGRRRNSLPPSHQKPPRNPLSSSDAAPSPELQANGTGTQGLEATDTNGLSSSARPQGQQAGSPSKEDKKQANIKRQLMTNFILGSFDDYSSDEDSVAGSSRESTRKGSRASLGALSLEAYLTTGEAETRVPTMRPSMSGLHLVKRGREHKKLDLHRDFTVASPAEFVTRFGGDRVIEKVLIANNGIAAVKCMRSIRRWAYEMFRNERAIRFVVMVTPEDLKANAEYIKMADHYVPVPGGPNNNNYANVELIVDIAKRIPVQAVWAGWGHASENPKLPELLCKNGVAFLGPPSEAMWALGDKIASTVVAQTLQVPTLPWSGSGLTVEWTEDDLQQGKRISVPEDVYDKGCVKDVDEGLEAAERIGFPLMIKASEGGGGKGIRKAESAEDFPILFRQVQSEIPGSPIFLMKLAQHARHLEVQILADQYGNAVSLFGRDCSIQRR.... The pIC50 is 5.6. (2) The drug is CCCCCCCCCCCCCCCC(=O)N[C@@H](Cc1ccc(OP(=O)(O)O)cc1)C(=O)O. The target protein (Q9UBY5) has sequence MNECHYDKHMDFFYNRSNTDTVDDWTGTKLVIVLCVGTFFCLFIFFSNSLVIAAVIKNRKFHFPFYYLLANLAAADFFAGIAYVFLMFNTGPVSKTLTVNRWFLRQGLLDSSLTASLTNLLVIAVERHMSIMRMRVHSNLTKKRVTLLILLVWAIAIFMGAVPTLGWNCLCNISACSSLAPIYSRSYLVFWTVSNLMAFLIMVVVYLRIYVYVKRKTNVLSPHTSGSISRRRTPMKLMKTVMTVLGAFVVCWTPGLVVLLLDGLNCRQCGVQHVKRWFLLLALLNSVVNPIIYSYKDEDMYGTMKKMICCFSQENPERRPSRIPSTVLSRSDTGSQYIEDSISQGAVCNKSTS. The pIC50 is 5.2. (3) The compound is C[C@@H](Oc1cc(-c2cnn(C3CC4(CCNCC4)C3)c2)cnc1N)c1c(Cl)ccc(F)c1Cl. The target protein sequence is MGAIGLLWLLPLLLSTAAVGSGMGTGQRAGSPAAGPPLQPREPLSYSRLQRKSLAVDFVVPSLFRVYARDLLLPPSSSELKAGRPEARGSLALDCAPLLRLLGPAPGVSWTAGSPAPAEARTLSRVLKGGSVRKLRRAKQLVLELGEEAILEGCVGPPGEAAVGLLQFNLSELFSWWIRQGEGRLRIRLMPEKKASEVGREGRLSAAIRASQPRLLFQIFGTGHSSLESPTNMPSPSPDYFTWNLTWIMKDSFPFLSHRSRYGLECSFDFPCELEYSPPLHDLRNQSWSWRRIPSEEASQMDLLDGPGAERSKEMPRGSFLLLNTSADSKHTILSPWMRSSSEHCTLAVSVHRHLQPSGRYIAQLLPHNEAAREILLMPTPGKHGWTVLQGRIGRPDNPFRVALEYISSGNRSLSAVDFFALKNCSEGTSPGSKMALQSSFTCWNGTVLQLGQACDFHQDCAQGEDESQMCRKLPVGFYCNFEDGFCGWTQGTLSPHTPQ.... The pIC50 is 8.8. (4) The small molecule is O=C1C(=O)N(CCN2CCOCC2)C(c2ccc(Cl)cc2)C1C(=O)c1cc2ccccc2o1. The target protein (Q9Y5X4) has sequence METRPTALMSSTVAAAAPAAGAASRKESPGRWGLGEDPTGVSPSLQCRVCGDSSSGKHYGIYACNGCSGFFKRSVRRRLIYRCQVGAGMCPVDKAHRNQCQACRLKKCLQAGMNQDAVQNERQPRSTAQVHLDSMESNTESRPESLVAPPAPAGRSPRGPTPMSAARALGHHFMASLITAETCAKLEPEDADENIDVTSNDPEFPSSPYSSSSPCGLDSIHETSARLLFMAVKWAKNLPVFSSLPFRDQVILLEEAWSELFLLGAIQWSLPLDSCPLLAPPEASAAGGAQGRLTLASMETRVLQETISRFRALAVDPTEFACMKALVLFKPETRGLKDPEHVEALQDQSQVMLSQHSKAHHPSQPVRFGKLLLLLPSLRFITAERIELLFFRKTIGNTPMEKLLCDMFKN. The pIC50 is 4.4. (5) The small molecule is COC[C@H](C)Oc1nc(C2CC2)c(C(=O)N[C@H]2C3CC4CC2C[C@](O)(C4)C3)s1. The target protein (P50172) has sequence MAVMKNYLLPILVLFLAYYYYSTNEEFRPEMLQGKKVIVTGASKGIGREMAYHLSKMGAHVVLTARSEEGLQKVVSRCLELGAASAHYIAGTMEDMTFAEQFIVKAGKLMGGLDMLILNHITQTSLSLFHDDIHSVRRVMEVNFLSYVVMSTAALPMLKQSNGSIAVISSLAGKMTQPMIAPYSASKFALDGFFSTIRTELYITKVNVSITLCVLGLIDTETAMKEISGIINAQASPKEECALEIIKGTALRKSEVYYDKSPLTPILLGNPGRKIMEFFSLRYYNKDMFVSN. The pIC50 is 8.1. (6) The compound is Cc1ccc(N(C)c2ccc3c(c2)CN(C)[C@@H]3CNc2cnccc2C(=O)O)cc1. The target protein (O15054) has sequence MHRAVDPPGARAAREAFALGGLSCAGAWSSCPPHPPPRSAWLPGGRCSASIGQPPLPAPLPPSHGSSSGHPSKPYYAPGAPTPRPLHGKLESLHGCVQALLREPAQPGLWEQLGQLYESEHDSEEATRCYHSALRYGGSFAELGPRIGRLQQAQLWNFHTGSCQHRAKVLPPLEQVWNLLHLEHKRNYGAKRGGPPVKRAAEPPVVQPVPPAALSGPSGEEGLSPGGKRRRGCNSEQTGLPPGLPLPPPPLPPPPPPPPPPPPPLPGLATSPPFQLTKPGLWSTLHGDAWGPERKGSAPPERQEQRHSLPHPYPYPAPAYTAHPPGHRLVPAAPPGPGPRPPGAESHGCLPATRPPGSDLRESRVQRSRMDSSVSPAATTACVPYAPSRPPGLPGTTTSSSSSSSSNTGLRGVEPNPGIPGADHYQTPALEVSHHGRLGPSAHSSRKPFLGAPAATPHLSLPPGPSSPPPPPCPRLLRPPPPPAWLKGPACRAAREDGEI.... The pIC50 is 5.3. (7) The compound is C[C@@H](CO)NC(=O)[C@@H]1O[C@H]2CN(Cc3ccccc3)C(=O)[C@@H]1O2. The target protein sequence is PQITLWQRPFVTIKIEGQLKEALLDTGADDTVLEEMNLPGRWKPKMIGGIGGFIKVRQYDQIVIEICGKKAIGTVLVGPTPVNIIGRNLLTQIGCTLNF. The pIC50 is 5.8.